This data is from Catalyst prediction with 721,799 reactions and 888 catalyst types from USPTO. The task is: Predict which catalyst facilitates the given reaction. (1) Reactant: Cl.[CH2:2]([O:4][C:5](=[O:28])[C@@H:6]([NH2:27])[CH2:7][NH:8]C([C@@H]1CCCN(C(OCC2C=CC=CC=2)=O)C1)=O)[CH3:3].C(N(CC)CC)C.[C:36](Cl)(=[O:43])[C:37]1[CH:42]=[CH:41][CH:40]=[CH:39][CH:38]=1.O. Product: [CH2:2]([O:4][C:5](=[O:28])[C@@H:6]([NH:27][C:36](=[O:43])[C:37]1[CH:42]=[CH:41][CH:40]=[CH:39][CH:38]=1)[CH2:7][NH2:8])[CH3:3]. The catalyst class is: 4. (2) Reactant: [CH3:1][C:2]1([CH3:17])[C:7](=[CH2:8])[S:6][C:5](=[N:9][C:10]2[CH:15]=[CH:14][C:13]([CH3:16])=[CH:12][CH:11]=2)[CH2:4][CH2:3]1.C([N-]C(C)C)(C)C.[Li+].[CH:26](OCC)=[O:27].[Cl-].[NH4+]. Product: [CH3:1][C:2]1([CH3:17])[C:7](=[CH2:8])[S:6][C:5]([NH:9][C:10]2[CH:11]=[CH:12][C:13]([CH3:16])=[CH:14][CH:15]=2)=[C:4]([CH:26]=[O:27])[CH2:3]1. The catalyst class is: 7. (3) Reactant: CS([C:5]1[N:10]=[C:9]([C:11]2[CH:16]=[CH:15][C:14]([S:17]([CH3:20])(=[O:19])=[O:18])=[CH:13][CH:12]=2)[CH:8]=[C:7]([C:21]([F:24])([F:23])[F:22])[N:6]=1)(=O)=O.[O:25]1[CH2:30][CH2:29][CH:28]([NH2:31])[CH2:27][CH2:26]1.O. Product: [CH3:20][S:17]([C:14]1[CH:15]=[CH:16][C:11]([C:9]2[CH:8]=[C:7]([C:21]([F:24])([F:23])[F:22])[N:6]=[C:5]([NH:31][CH:28]3[CH2:29][CH2:30][O:25][CH2:26][CH2:27]3)[N:10]=2)=[CH:12][CH:13]=1)(=[O:19])=[O:18]. The catalyst class is: 60. (4) Reactant: [Cl:1][C:2]1[CH:7]=[CH:6][N+:5]([O-])=[C:4]([CH3:9])[CH:3]=1.[Si]([C:14]#[N:15])(C)(C)C.CN(C)C(Cl)=O.C([O-])([O-])=O.[K+].[K+]. Product: [Cl:1][C:2]1[CH:3]=[C:4]([CH3:9])[N:5]=[C:6]([C:14]#[N:15])[CH:7]=1. The catalyst class is: 2. (5) Reactant: C(=O)([O-])[O-].[K+].[K+].[CH2:7](Br)[C:8]1[CH:13]=[CH:12][CH:11]=[CH:10][CH:9]=1.CN(C)C=O.[C:20]([NH:28][C:29]1[CH:38]=[C:37]([OH:39])[CH:36]=[CH:35][C:30]=1[C:31]([O:33][CH3:34])=[O:32])(=[O:27])[C:21]1[CH:26]=[CH:25][CH:24]=[CH:23][CH:22]=1. Product: [C:20]([NH:28][C:29]1[CH:38]=[C:37]([O:39][CH2:7][C:8]2[CH:13]=[CH:12][CH:11]=[CH:10][CH:9]=2)[CH:36]=[CH:35][C:30]=1[C:31]([O:33][CH3:34])=[O:32])(=[O:27])[C:21]1[CH:22]=[CH:23][CH:24]=[CH:25][CH:26]=1. The catalyst class is: 13. (6) The catalyst class is: 29. Reactant: [F:1][C:2]1[C:3]([OH:34])=[C:4]([C:8]2[N:13]([CH2:14][CH2:15][C:16]3[CH:21]=[CH:20][CH:19]=[CH:18][CH:17]=3)[C:12](=[O:22])[C:11]([C:23]3[CH:24]=[C:25]4[C:30](=[CH:31][CH:32]=3)[N:29]=[CH:28][CH:27]=[CH:26]4)=[C:10]([CH3:33])[N:9]=2)[CH:5]=[CH:6][CH:7]=1. Product: [F:1][C:2]1[C:3]([OH:34])=[C:4]([C:8]2[N:13]([CH2:14][CH2:15][C:16]3[CH:17]=[CH:18][CH:19]=[CH:20][CH:21]=3)[C:12](=[O:22])[C:11]([C:23]3[CH:24]=[C:25]4[C:30](=[CH:31][CH:32]=3)[NH:29][CH2:28][CH2:27][CH2:26]4)=[C:10]([CH3:33])[N:9]=2)[CH:5]=[CH:6][CH:7]=1.